This data is from Full USPTO retrosynthesis dataset with 1.9M reactions from patents (1976-2016). The task is: Predict the reactants needed to synthesize the given product. (1) Given the product [CH3:14][CH2:13][CH:12]([N:8]1[C:6]2=[N:7][C:2](/[CH:17]=[CH:18]\[CH3:19])=[CH:3][N:4]=[C:5]2[N:10]=[C:9]1[OH:11])[CH2:15][CH3:16], predict the reactants needed to synthesize it. The reactants are: Br[C:2]1[N:7]=[C:6]2[N:8]([CH:12]([CH2:15][CH3:16])[CH2:13][CH3:14])[C:9]([OH:11])=[N:10][C:5]2=[N:4][CH:3]=1.[CH:17](/B(O)O)=[CH:18]/[CH3:19]. (2) The reactants are: [Cl:1][C:2]1[CH:3]=[C:4]([CH:8]=[CH:9][C:10]=1[O:11][CH:12]([CH3:14])[CH3:13])[C:5]([OH:7])=O.C(Cl)CCl.C1C=CC2N(O)N=NC=2C=1.O[NH:30][C:31]([C:33]1[CH:38]=[CH:37][C:36]([O:39][CH2:40][CH2:41][O:42][CH3:43])=[CH:35][C:34]=1[CH3:44])=[NH:32]. Given the product [Cl:1][C:2]1[CH:3]=[C:4]([C:5]2[O:7][N:32]=[C:31]([C:33]3[CH:38]=[CH:37][C:36]([O:39][CH2:40][CH2:41][O:42][CH3:43])=[CH:35][C:34]=3[CH3:44])[N:30]=2)[CH:8]=[CH:9][C:10]=1[O:11][CH:12]([CH3:14])[CH3:13], predict the reactants needed to synthesize it. (3) Given the product [CH3:1][N:2]([C:11]1[CH:12]=[CH:13][CH:14]=[C:15]2[C:19]=1[NH:18][C:17]([C:20]1[S:21][C:22]([CH3:32])([CH2:25][N:26]3[CH2:31][CH2:30][N:29]([S:41]([CH3:40])(=[O:43])=[O:42])[CH2:28][CH2:27]3)[CH2:23][N:24]=1)=[CH:16]2)[S:3]([C:6]1[S:7][CH:8]=[CH:9][CH:10]=1)(=[O:5])=[O:4], predict the reactants needed to synthesize it. The reactants are: [CH3:1][N:2]([C:11]1[CH:12]=[CH:13][CH:14]=[C:15]2[C:19]=1[NH:18][C:17]([C:20]1[S:21][C:22]([CH3:32])([CH2:25][N:26]3[CH2:31][CH2:30][NH:29][CH2:28][CH2:27]3)[CH2:23][N:24]=1)=[CH:16]2)[S:3]([C:6]1[S:7][CH:8]=[CH:9][CH:10]=1)(=[O:5])=[O:4].C(N(CC)CC)C.[CH3:40][S:41](Cl)(=[O:43])=[O:42]. (4) Given the product [CH2:29]([N:3]([CH2:1][CH3:2])[CH2:4][CH2:5][N:6]1[CH:11]=[CH:10][C:9]2[NH:12][C:13]([CH:16]=[C:17]3[C:25]4[C:20](=[CH:21][CH:22]=[C:23]([F:26])[CH:24]=4)[NH:19][C:18]3=[O:27])=[C:14]([CH3:15])[C:8]=2[C:7]1=[O:28])[CH3:30], predict the reactants needed to synthesize it. The reactants are: [CH2:1]([N:3]([CH2:29][CH3:30])[CH2:4][CH2:5][N:6]1[CH2:11][CH2:10][C:9]2[NH:12][C:13]([CH:16]=[C:17]3[C:25]4[C:20](=[CH:21][CH:22]=[C:23]([F:26])[CH:24]=4)[NH:19][C:18]3=[O:27])=[C:14]([CH3:15])[C:8]=2[C:7]1=[O:28])[CH3:2].C([O-])(=O)C.[Pb+2].C([O-])(=O)C.[OH-].[Na+]. (5) Given the product [CH3:30][NH:31][C:10](=[O:11])[C@@H:9]([NH:8][C:6](=[O:7])[C:5]1[CH:24]=[CH:25][C:2]([F:1])=[CH:3][C:4]=1[C:26]([F:29])([F:28])[F:27])[C@H:15]([OH:23])[C:16]1[CH:21]=[CH:20][CH:19]=[CH:18][C:17]=1[CH3:22], predict the reactants needed to synthesize it. The reactants are: [F:1][C:2]1[CH:25]=[CH:24][C:5]([C:6]([NH:8][C@@H:9]([C@H:15]([OH:23])[C:16]2[CH:21]=[CH:20][CH:19]=[CH:18][C:17]=2[CH3:22])[C:10](OCC)=[O:11])=[O:7])=[C:4]([C:26]([F:29])([F:28])[F:27])[CH:3]=1.[CH3:30][NH2:31]. (6) The reactants are: [CH3:1][O:2][CH:3]([O:20][CH3:21])[C:4]1[C:11]([O:12][CH2:13][O:14][CH3:15])=[C:10]([C:16]([F:19])([F:18])[F:17])[CH:9]=[CH:8][C:5]=1[CH:6]=O.[NH2:22][C:23]1[CH:36]=[CH:35][C:26]2[C@H:27]([CH2:30][C:31]([O:33][CH3:34])=[O:32])[CH2:28][O:29][C:25]=2[CH:24]=1.C(O)(=O)C.C(O[BH-](OC(=O)C)OC(=O)C)(=O)C.[Na+].C(=O)([O-])O.[Na+]. Given the product [CH3:1][O:2][CH:3]([O:20][CH3:21])[C:4]1[C:11]([O:12][CH2:13][O:14][CH3:15])=[C:10]([C:16]([F:19])([F:18])[F:17])[CH:9]=[CH:8][C:5]=1[CH2:6][NH:22][C:23]1[CH:36]=[CH:35][C:26]2[C@H:27]([CH2:30][C:31]([O:33][CH3:34])=[O:32])[CH2:28][O:29][C:25]=2[CH:24]=1, predict the reactants needed to synthesize it.